The task is: Predict the reactants needed to synthesize the given product.. This data is from Full USPTO retrosynthesis dataset with 1.9M reactions from patents (1976-2016). (1) The reactants are: [C:1]([O:4][CH:5]([CH2:19][CH2:20][S:21][CH3:22])[C:6]([NH:8][CH2:9][CH2:10][CH2:11][CH2:12][CH2:13][CH2:14][CH2:15][CH2:16][CH2:17][CH3:18])=[O:7])(=[O:3])[CH3:2].[OH:23]O. Given the product [C:1]([O:4][CH:5]([CH2:19][CH2:20][S:21]([CH3:22])=[O:23])[C:6]([NH:8][CH2:9][CH2:10][CH2:11][CH2:12][CH2:13][CH2:14][CH2:15][CH2:16][CH2:17][CH3:18])=[O:7])(=[O:3])[CH3:2], predict the reactants needed to synthesize it. (2) Given the product [F:16][C:2]([F:15])([F:1])[C:3]1[CH:8]=[CH:7][CH:6]=[CH:5][C:4]=1[N:9]1[CH2:14][CH2:13][N:12]([CH2:18][CH2:19][CH2:20][N:21]2[C:25](=[O:26])[C:24]3[C:23](=[CH:30][CH:29]=[CH:28][CH:27]=3)[C:22]2=[O:31])[CH2:11][CH2:10]1, predict the reactants needed to synthesize it. The reactants are: [F:1][C:2]([F:16])([F:15])[C:3]1[CH:8]=[CH:7][CH:6]=[CH:5][C:4]=1[N:9]1[CH2:14][CH2:13][NH:12][CH2:11][CH2:10]1.Br[CH2:18][CH2:19][CH2:20][N:21]1[C:25](=[O:26])[C:24]2=[CH:27][CH:28]=[CH:29][CH:30]=[C:23]2[C:22]1=[O:31].C(N(CC)CC)C. (3) The reactants are: C[O:2][C:3](=O)[CH2:4][C:5]1[C:10]([CH2:11][CH3:12])=[C:9]([O:13][CH2:14][O:15][CH3:16])[CH:8]=[C:7]([O:17][CH2:18][O:19][CH3:20])[C:6]=1[C:21](=[O:30])[NH:22][CH2:23][C:24]1[CH:29]=[CH:28][CH:27]=[CH:26][CH:25]=1.[H-].[Al+3].[Li+].[H-].[H-].[H-].O1CCCC1.S([O-])([O-])(=O)=O.[Na+].[Na+]. Given the product [CH2:23]([NH:22][C:21](=[O:30])[C:6]1[C:7]([O:17][CH2:18][O:19][CH3:20])=[CH:8][C:9]([O:13][CH2:14][O:15][CH3:16])=[C:10]([CH2:11][CH3:12])[C:5]=1[CH2:4][CH2:3][OH:2])[C:24]1[CH:29]=[CH:28][CH:27]=[CH:26][CH:25]=1, predict the reactants needed to synthesize it. (4) Given the product [C:2]1([NH:1][C:8](=[O:14])/[CH:9]=[CH:10]\[C:11]([OH:13])=[O:12])[CH:7]=[CH:6][CH:5]=[CH:4][CH:3]=1, predict the reactants needed to synthesize it. The reactants are: [NH2:1][C:2]1[CH:7]=[CH:6][CH:5]=[CH:4][CH:3]=1.[C:8]1(=[O:14])[O:13][C:11](=[O:12])[CH:10]=[CH:9]1. (5) Given the product [F:9][C:10]([F:19])([F:20])[C:11]1[CH:18]=[CH:17][C:14]([CH2:15][O:8][C:3]2[CH:4]=[CH:5][C:6]([NH2:7])=[CH:1][CH:2]=2)=[CH:13][CH:12]=1, predict the reactants needed to synthesize it. The reactants are: [CH:1]1[C:6]([NH2:7])=[CH:5][CH:4]=[C:3]([OH:8])[CH:2]=1.[F:9][C:10]([F:20])([F:19])[C:11]1[CH:18]=[CH:17][C:14]([CH2:15]O)=[CH:13][CH:12]=1.C1(P(C2C=CC=CC=2)C2C=CC=CC=2)C=CC=CC=1.N(C(OCC)=O)=NC(OCC)=O. (6) Given the product [ClH:55].[N:60]12[CH2:65][CH2:64][CH:63]([CH2:62][CH2:61]1)[CH:58]([NH:57][C:43]([C:39]1[CH:38]=[C:37]3[C:42](=[CH:41][CH:40]=1)[N:33]=[CH:34][CH:35]=[CH:36]3)=[O:45])[CH2:59]2, predict the reactants needed to synthesize it. The reactants are: CN(C(ON1N=NC2C=CC=CC1=2)=[N+](C)C)C.[B-](F)(F)(F)F.C1C=CC2N(O)N=NC=2C=1.[N:33]1[C:42]2[C:37](=[CH:38][C:39]([C:43]([OH:45])=O)=[CH:40][CH:41]=2)[CH:36]=[CH:35][CH:34]=1.C(N(C(C)C)CC)(C)C.[ClH:55].Cl.[NH2:57][CH:58]1[CH:63]2[CH2:64][CH2:65][N:60]([CH2:61][CH2:62]2)[CH2:59]1. (7) The reactants are: [CH3:1][O:2][C:3]1[CH:8]=[C:7]([CH3:9])[C:6]([S:10]([N:13]([CH3:28])[CH2:14][C:15]2[O:16][C:17]([C:20]([N:22]3[CH2:27][CH2:26][NH:25][CH2:24][CH2:23]3)=[O:21])=[N:18][N:19]=2)(=[O:12])=[O:11])=[C:5]([CH3:29])[CH:4]=1.[NH2:30][C:31]1[C:36]([CH:37]=O)=[CH:35][CH:34]=[CH:33][N:32]=1.ClCCCl. Given the product [NH2:30][C:31]1[C:36]([CH2:37][N:25]2[CH2:24][CH2:23][N:22]([C:20]([C:17]3[O:16][C:15]([CH2:14][N:13]([CH3:28])[S:10]([C:6]4[C:7]([CH3:9])=[CH:8][C:3]([O:2][CH3:1])=[CH:4][C:5]=4[CH3:29])(=[O:11])=[O:12])=[N:19][N:18]=3)=[O:21])[CH2:27][CH2:26]2)=[CH:35][CH:34]=[CH:33][N:32]=1, predict the reactants needed to synthesize it.